This data is from Reaction yield outcomes from USPTO patents with 853,638 reactions. The task is: Predict the reaction yield, written as a fraction of the theoretical maximum amount of product (1.0 means a 100% yield; for example, 0.34 means a 34% yield). (1) The reactants are [O:1]([C:8]1[CH:9]=[C:10]([C:14]23[CH2:21][CH2:20][C:17](CO)([CH2:18][CH2:19]2)[CH2:16][O:15]3)[CH:11]=[CH:12][CH:13]=1)[C:2]1[CH:7]=[CH:6][CH:5]=[CH:4][CH:3]=1.[C:24]([O-])(O)=[O:25].[Na+].CC(OI1(OC(C)=O)(OC(C)=O)OC(=O)C2C=CC=CC1=2)=O. The catalyst is C(Cl)Cl.CCOC(C)=O. The product is [O:1]([C:8]1[CH:9]=[C:10]([C:14]23[CH2:19][CH2:18][C:17]([CH:16]=[O:15])([CH2:20][CH2:21]2)[O:25][CH2:24]3)[CH:11]=[CH:12][CH:13]=1)[C:2]1[CH:3]=[CH:4][CH:5]=[CH:6][CH:7]=1. The yield is 0.680. (2) The reactants are [CH3:1][O-:2].[Na+].[CH3:4][OH:5].Br[CH2:7][C:8]12[CH2:25][N:24]([S:26]([C:29]3[CH:34]=[CH:33][C:32]([CH3:35])=[CH:31][CH:30]=3)(=[O:28])=[O:27])[CH2:23][C:9]1([CH2:36]Br)[CH2:10][N:11]([S:13]([C:16]1[CH:21]=[CH:20][C:19]([CH3:22])=[CH:18][CH:17]=1)(=[O:15])=[O:14])[CH2:12]2. The catalyst is CS(C)=O. The product is [CH3:1][O:2][CH2:7][C:8]12[CH2:25][N:24]([S:26]([C:29]3[CH:34]=[CH:33][C:32]([CH3:35])=[CH:31][CH:30]=3)(=[O:28])=[O:27])[CH2:23][C:9]1([CH2:36][O:5][CH3:4])[CH2:10][N:11]([S:13]([C:16]1[CH:21]=[CH:20][C:19]([CH3:22])=[CH:18][CH:17]=1)(=[O:15])=[O:14])[CH2:12]2. The yield is 0.430. (3) The reactants are [C:1]([O:5][C:6]([N:8]1[CH2:13][CH2:12][C:11](=O)[CH2:10][CH2:9]1)=[O:7])([CH3:4])([CH3:3])[CH3:2].[Cl:15][C:16]1[C:23]([Cl:24])=[CH:22][CH:21]=[CH:20][C:17]=1[CH2:18][NH2:19].C(O[BH-](OC(=O)C)OC(=O)C)(=O)C.[Na+]. The catalyst is ClCCCl.O.[OH-].[Na+]. The product is [Cl:15][C:16]1[C:23]([Cl:24])=[CH:22][CH:21]=[CH:20][C:17]=1[CH2:18][NH:19][CH:11]1[CH2:12][CH2:13][N:8]([C:6]([O:5][C:1]([CH3:4])([CH3:3])[CH3:2])=[O:7])[CH2:9][CH2:10]1. The yield is 0.940. (4) The reactants are [F:1][C:2]1[CH:7]=[CH:6][C:5]([C:8]2[O:9][C:10]3[C:11](=[C:13]([C:17]([O:19]C)=[O:18])[CH:14]=[CH:15][CH:16]=3)[N:12]=2)=[CH:4][CH:3]=1.[OH-].[Na+].O.Cl. The catalyst is C1COCC1. The product is [F:1][C:2]1[CH:3]=[CH:4][C:5]([C:8]2[O:9][C:10]3[C:11](=[C:13]([C:17]([OH:19])=[O:18])[CH:14]=[CH:15][CH:16]=3)[N:12]=2)=[CH:6][CH:7]=1. The yield is 0.790. (5) The product is [C:19]([O:23][C:24]([N:26]1[CH2:27][CH2:28][CH:29]([NH:32][C:33]2[CH:38]=[CH:37][C:36]([NH:39][C:12]([C:10]3[N:11]=[C:7]([C:1]4[CH:2]=[CH:3][CH:4]=[CH:5][CH:6]=4)[O:8][C:9]=3[C:15]([F:18])([F:17])[F:16])=[O:14])=[CH:35][N:34]=2)[CH2:30][CH2:31]1)=[O:25])([CH3:22])([CH3:20])[CH3:21]. The reactants are [C:1]1([C:7]2[O:8][C:9]([C:15]([F:18])([F:17])[F:16])=[C:10]([C:12]([OH:14])=O)[N:11]=2)[CH:6]=[CH:5][CH:4]=[CH:3][CH:2]=1.[C:19]([O:23][C:24]([N:26]1[CH2:31][CH2:30][CH:29]([NH:32][C:33]2[CH:38]=[CH:37][C:36]([NH2:39])=[CH:35][N:34]=2)[CH2:28][CH2:27]1)=[O:25])([CH3:22])([CH3:21])[CH3:20].F[P-](F)(F)(F)(F)F.Br[P+](N1CCCC1)(N1CCCC1)N1CCCC1.C(N(C(C)C)CC)(C)C. The catalyst is ClCCl. The yield is 0.560.